From a dataset of TCR-epitope binding with 47,182 pairs between 192 epitopes and 23,139 TCRs. Binary Classification. Given a T-cell receptor sequence (or CDR3 region) and an epitope sequence, predict whether binding occurs between them. The epitope is RTLNAWVKV. The TCR CDR3 sequence is CASSILGTEAFF. Result: 1 (the TCR binds to the epitope).